The task is: Predict the reaction yield, written as a fraction of the theoretical maximum amount of product (1.0 means a 100% yield; for example, 0.34 means a 34% yield).. This data is from Reaction yield outcomes from USPTO patents with 853,638 reactions. (1) The reactants are C(OC([N:8]([CH2:42][C:43]([O:45]C(C)(C)C)=[O:44])[C:9]1[CH:14]=[CH:13][CH:12]=[C:11]([CH:15]([S:33]([C:36]2[CH:41]=[CH:40][CH:39]=[CH:38][N:37]=2)(=[O:35])=[O:34])[NH:16][CH2:17][C:18]2[CH:23]=[CH:22][C:21]([C:24]3[S:25][CH:26]=[C:27]([C:29]([F:32])([F:31])[F:30])[N:28]=3)=[CH:20][CH:19]=2)[N:10]=1)=O)(C)(C)C.C(OC(N(CC(OC(C)(C)C)=O)C1C=CC=C(C(CC2C=CC(N3C=CC=N3)=CC=2)NS(C2C=CC=CN=2)(=O)=O)N=1)=O)(C)(C)C. No catalyst specified. The product is [N:37]1[CH:38]=[CH:39][CH:40]=[CH:41][C:36]=1[S:33]([CH:15]([NH:16][CH2:17][C:18]1[CH:23]=[CH:22][C:21]([C:24]2[S:25][CH:26]=[C:27]([C:29]([F:30])([F:31])[F:32])[N:28]=2)=[CH:20][CH:19]=1)[C:11]1[N:10]=[C:9]([NH:8][CH2:42][C:43]([OH:45])=[O:44])[CH:14]=[CH:13][CH:12]=1)(=[O:34])=[O:35]. The yield is 0.850. (2) The reactants are FC(F)(F)C(O)=O.[NH2:8][C@H:9]1[CH2:14][CH2:13][C@H:12]([C:15]#[N:16])[CH2:11][CH2:10]1.[C:17]1([S:23]([N:26]2[C:30]3=[N:31][CH:32]=[C:33]([N+:36]([O-:38])=[O:37])[C:34](Cl)=[C:29]3[CH:28]=[CH:27]2)(=[O:25])=[O:24])[CH:22]=[CH:21][CH:20]=[CH:19][CH:18]=1.C(N(C(C)C)CC)(C)C. The catalyst is CC(O)C. The product is [C:17]1([S:23]([N:26]2[C:30]3=[N:31][CH:32]=[C:33]([N+:36]([O-:38])=[O:37])[C:34]([NH:8][C@H:9]4[CH2:14][CH2:13][C@H:12]([C:15]#[N:16])[CH2:11][CH2:10]4)=[C:29]3[CH:28]=[CH:27]2)(=[O:24])=[O:25])[CH:18]=[CH:19][CH:20]=[CH:21][CH:22]=1. The yield is 0.870. (3) The product is [OH:21][C:3]12[C:13]3[C:18](=[CH:17][CH:16]=[CH:15][CH:14]=3)[C:19](=[O:20])[C:2]1([NH:1][C:30](=[O:31])[C:29](=[O:28])[CH3:33])[C:6]1[CH:7]=[C:8]([CH3:12])[C:9]([CH3:11])=[CH:10][C:5]=1[O:4]2. The yield is 0.150. The catalyst is C(Cl)Cl. The reactants are [NH2:1][C:2]12[C:19](=[O:20])[C:18]3[C:13](=[CH:14][CH:15]=[CH:16][CH:17]=3)[C:3]1([OH:21])[O:4][C:5]1[CH:10]=[C:9]([CH3:11])[C:8]([CH3:12])=[CH:7][C:6]=12.N1C=CC=CC=1.[O:28]=[C:29]([CH3:33])[C:30](O)=[O:31].O=P(Cl)(Cl)Cl. (4) The reactants are [Cl:1][C:2]1[CH:15]=[CH:14][C:5]([O:6][CH2:7][CH:8]2[CH2:13][CH2:12][CH2:11][NH:10][CH2:9]2)=[CH:4][CH:3]=1.[O:16]1[CH:20]=[CH:19][CH:18]=[C:17]1[C:21]1[CH:22]=[C:23]([CH:27]=[CH:28][CH:29]=1)[C:24](O)=[O:25].C(N(C(C)C)CC)(C)C.Cl.CN(C)CCCN=C=NCC. The catalyst is C1COCC1.CN(C)C1C=CN=CC=1.ClCCl. The product is [Cl:1][C:2]1[CH:3]=[CH:4][C:5]([O:6][CH2:7][CH:8]2[CH2:13][CH2:12][CH2:11][N:10]([C:24]([C:23]3[CH:27]=[CH:28][CH:29]=[C:21]([C:17]4[O:16][CH:20]=[CH:19][CH:18]=4)[CH:22]=3)=[O:25])[CH2:9]2)=[CH:14][CH:15]=1. The yield is 0.770. (5) The reactants are [Na].[CH3:2][CH:3]([C:6](=O)[CH3:7])[CH:4]=O.[CH2:9]([NH:11][C:12](=[O:16])[CH2:13][C:14]#[N:15])[CH3:10].C(O)(=O)C.N1CCCCC1. The catalyst is CN(C=O)C.C(Cl)(Cl)Cl. The product is [CH2:9]([N:11]1[C:6]([CH3:7])=[C:3]([CH3:4])[CH:2]=[C:13]([C:14]#[N:15])[C:12]1=[O:16])[CH3:10]. The yield is 0.960.